This data is from Forward reaction prediction with 1.9M reactions from USPTO patents (1976-2016). The task is: Predict the product of the given reaction. (1) Given the reactants [CH2:1]([O:8][CH2:9][CH:10]([NH:28][C:29](=[O:41])[CH2:30][CH2:31][CH2:32][CH2:33][NH:34][C:35]1[CH:40]=[CH:39][CH:38]=[CH:37][N:36]=1)[C:11]([NH:13][CH:14]([C:20]1[CH:25]=[C:24]([I:26])[CH:23]=[C:22]([Cl:27])[CH:21]=1)[CH2:15][C:16]([O:18]C)=[O:17])=[O:12])[C:2]1[CH:7]=[CH:6][CH:5]=[CH:4][CH:3]=1.O.C(#N)C, predict the reaction product. The product is: [CH2:1]([O:8][CH2:9][CH:10]([NH:28][C:29](=[O:41])[CH2:30][CH2:31][CH2:32][CH2:33][NH:34][C:35]1[CH:40]=[CH:39][CH:38]=[CH:37][N:36]=1)[C:11]([NH:13][CH:14]([C:20]1[CH:25]=[C:24]([I:26])[CH:23]=[C:22]([Cl:27])[CH:21]=1)[CH2:15][C:16]([OH:18])=[O:17])=[O:12])[C:2]1[CH:3]=[CH:4][CH:5]=[CH:6][CH:7]=1. (2) Given the reactants [CH2:1]([O:3][C:4](=[O:11])[CH2:5][C:6]([O:8][CH2:9][CH3:10])=[O:7])[CH3:2].Cl[CH2:13][C:14]1[C:19]([CH2:20]Cl)=[CH:18][CH:17]=[CH:16][N:15]=1, predict the reaction product. The product is: [CH2:1]([O:3][C:4]([C:5]1([C:6]([O:8][CH2:9][CH3:10])=[O:7])[CH2:13][C:14]2[N:15]=[CH:16][CH:17]=[CH:18][C:19]=2[CH2:20]1)=[O:11])[CH3:2]. (3) The product is: [C:62]([C:61]1[CH:60]=[C:59]([NH:58][CH:55]2[CH2:56][CH2:57][N:52]([C:25](=[O:27])[CH2:24][NH:23][C:21]([C:18]3[CH:17]=[C:16]([C:10]4[CH:11]=[CH:12][CH:13]=[CH:14][CH:15]=4)[NH:20][N:19]=3)=[O:22])[CH2:53][CH2:54]2)[CH:66]=[CH:65][CH:64]=1)#[N:63]. Given the reactants CCN(C(C)C)C(C)C.[C:10]1([C:16]2[NH:20][N:19]=[C:18]([C:21]([NH:23][CH2:24][C:25]([OH:27])=O)=[O:22])[CH:17]=2)[CH:15]=[CH:14][CH:13]=[CH:12][CH:11]=1.C1C=CC2N(O)N=NC=2C=1.CCN=C=NCCCN(C)C.Cl.Cl.Cl.[NH:52]1[CH2:57][CH2:56][CH:55]([NH:58][C:59]2[CH:60]=[C:61]([CH:64]=[CH:65][CH:66]=2)[C:62]#[N:63])[CH2:54][CH2:53]1, predict the reaction product. (4) Given the reactants [N+:1]([C:4]1[CH:12]=[CH:11][CH:10]=[C:9]2[C:5]=1[CH2:6][N:7]([CH2:14][C:15]1[CH:20]=[CH:19][CH:18]=[C:17]([CH2:21][SiH3:22])[CH:16]=1)[C:8]2=[O:13])([O-])=O, predict the reaction product. The product is: [NH2:1][C:4]1[CH:12]=[CH:11][CH:10]=[C:9]2[C:5]=1[CH2:6][N:7]([CH2:14][C:15]1[CH:20]=[CH:19][CH:18]=[C:17]([CH2:21][SiH3:22])[CH:16]=1)[C:8]2=[O:13]. (5) Given the reactants [C:1]([C:4]1[N:5]=[C:6]([Cl:38])[C:7]([NH:25][C@@H:26]2[CH2:30][CH2:29][N:28]([C:31]([O:33][C:34]([CH3:37])([CH3:36])[CH3:35])=[O:32])[CH2:27]2)=[N:8][C:9]=1[NH:10][C:11]1[CH:16]=[CH:15][C:14]([N:17]2[CH2:22][CH2:21][C:20](=O)[CH2:19][CH2:18]2)=[C:13]([CH3:24])[CH:12]=1)(=[O:3])[NH2:2].[CH3:39][N:40]1[CH2:45][CH2:44][NH:43][CH2:42][CH2:41]1.ClCCCl.C(O[BH-](OC(=O)C)OC(=O)C)(=O)C.[Na+], predict the reaction product. The product is: [C:1]([C:4]1[N:5]=[C:6]([Cl:38])[C:7]([NH:25][C@@H:26]2[CH2:30][CH2:29][N:28]([C:31]([O:33][C:34]([CH3:35])([CH3:37])[CH3:36])=[O:32])[CH2:27]2)=[N:8][C:9]=1[NH:10][C:11]1[CH:16]=[CH:15][C:14]([N:17]2[CH2:22][CH2:21][CH:20]([N:43]3[CH2:44][CH2:45][N:40]([CH3:39])[CH2:41][CH2:42]3)[CH2:19][CH2:18]2)=[C:13]([CH3:24])[CH:12]=1)(=[O:3])[NH2:2].